This data is from Forward reaction prediction with 1.9M reactions from USPTO patents (1976-2016). The task is: Predict the product of the given reaction. (1) Given the reactants Cl[C:2]1[N:7]=[CH:6][C:5]2[C:8]([N:14]3[CH2:19][CH2:18][O:17][CH2:16][CH2:15]3)=[N:9][N:10]([CH:11]([CH3:13])[CH3:12])[C:4]=2[CH:3]=1.[CH:20]1([CH2:23][N:24]2[CH:28]=[C:27]([C:29]3[N:34]=[C:33]([NH2:35])[CH:32]=[CH:31][N:30]=3)[CH:26]=[N:25]2)[CH2:22][CH2:21]1.CC(C)([O-])C.[Na+].C(O)(C)(C)C, predict the reaction product. The product is: [CH:20]1([CH2:23][N:24]2[CH:28]=[C:27]([C:29]3[N:34]=[C:33]([NH:35][C:2]4[N:7]=[CH:6][C:5]5[C:8]([N:14]6[CH2:19][CH2:18][O:17][CH2:16][CH2:15]6)=[N:9][N:10]([CH:11]([CH3:13])[CH3:12])[C:4]=5[CH:3]=4)[CH:32]=[CH:31][N:30]=3)[CH:26]=[N:25]2)[CH2:21][CH2:22]1. (2) Given the reactants [Cl:1][C:2]1[CH:3]=[C:4]([CH2:8][OH:9])[CH:5]=[CH:6][CH:7]=1.Cl[C:11]1[CH:22]=[C:15]2[N:16]([CH3:21])[C@@H:17]([CH3:20])[CH2:18][CH2:19][N:14]2[C:13](=[O:23])[N:12]=1, predict the reaction product. The product is: [Cl:1][C:2]1[CH:3]=[C:4]([CH:5]=[CH:6][CH:7]=1)[CH2:8][O:9][C:11]1[CH:22]=[C:15]2[N:16]([CH3:21])[C@@H:17]([CH3:20])[CH2:18][CH2:19][N:14]2[C:13](=[O:23])[N:12]=1. (3) Given the reactants [Cl:1][C:2]1[N:7]=[CH:6][C:5]([C:8](=O)[CH:9]=[CH:10]N(C)C)=[CH:4][CH:3]=1.[N+]([O-])(O)=O.[Cl:19][C:20]1[CH:21]=[C:22]([NH:26][C:27]([NH2:29])=[NH:28])[CH:23]=[CH:24][CH:25]=1.[OH-].[Na+], predict the reaction product. The product is: [Cl:19][C:20]1[CH:21]=[C:22]([NH:26][C:27]2[N:29]=[C:8]([C:5]3[CH:6]=[N:7][C:2]([Cl:1])=[CH:3][CH:4]=3)[CH:9]=[CH:10][N:28]=2)[CH:23]=[CH:24][CH:25]=1. (4) Given the reactants [NH2:1][CH2:2][C@H:3]1[N:8]([C:9]([C:11]2[N:12]=[C:13]([CH3:23])[S:14][C:15]=2[C:16]2[CH:17]=[C:18]([CH3:22])[CH:19]=[CH:20][CH:21]=2)=[O:10])[CH2:7][C@H:6]2[C@@H:4]1[CH2:5]2.[F:24][C:25]([F:36])([F:35])[C:26]1[CH:27]=[C:28]([CH:32]=[CH:33][CH:34]=1)[C:29](O)=[O:30], predict the reaction product. The product is: [CH3:23][C:13]1[S:14][C:15]([C:16]2[CH:17]=[C:18]([CH3:22])[CH:19]=[CH:20][CH:21]=2)=[C:11]([C:9]([N:8]2[CH2:7][C@H:6]3[C@H:4]([CH2:5]3)[C@H:3]2[CH2:2][NH:1][C:29](=[O:30])[C:28]2[CH:32]=[CH:33][CH:34]=[C:26]([C:25]([F:24])([F:35])[F:36])[CH:27]=2)=[O:10])[N:12]=1. (5) Given the reactants [F:1][C:2]1[CH:7]=[CH:6][C:5]([S:8]([NH:11][C@@H:12]([C:16]([OH:18])=[O:17])[CH:13]([CH3:15])[CH3:14])(=[O:10])=[O:9])=[CH:4][CH:3]=1.S(Cl)(Cl)=O.[CH2:23](O)[CH3:24], predict the reaction product. The product is: [CH2:23]([O:17][C:16](=[O:18])[C@@H:12]([CH:13]([CH3:15])[CH3:14])[NH:11][S:8]([C:5]1[CH:4]=[CH:3][C:2]([F:1])=[CH:7][CH:6]=1)(=[O:9])=[O:10])[CH3:24].